This data is from Forward reaction prediction with 1.9M reactions from USPTO patents (1976-2016). The task is: Predict the product of the given reaction. (1) Given the reactants [Cl:1][C:2]1[C:7](Cl)=[C:6]([C:9]2[CH:14]=[CH:13][C:12]([F:15])=[C:11]([Cl:16])[CH:10]=2)[CH:5]=[CH:4][N:3]=1.[NH:17]1[CH2:22][CH2:21][O:20][CH2:19][CH2:18]1, predict the reaction product. The product is: [Cl:1][C:2]1[N:3]=[C:4]([N:17]2[CH2:22][CH2:21][O:20][CH2:19][CH2:18]2)[CH:5]=[C:6]([C:9]2[CH:14]=[CH:13][C:12]([F:15])=[C:11]([Cl:16])[CH:10]=2)[CH:7]=1. (2) Given the reactants CC1(C)[O:6][C:5](=[CH:7][C:8]([N:10]([CH2:21][C:22]2[CH:27]=[CH:26][C:25]([F:28])=[CH:24][CH:23]=2)[O:11][CH2:12][CH2:13][CH2:14][N:15]2[CH2:20][CH2:19][O:18][CH2:17][CH2:16]2)=[O:9])[C:4](=[O:29])O1.C=O.[CH3:33][NH2:34].[CH3:35]O, predict the reaction product. The product is: [F:28][C:25]1[CH:24]=[CH:23][C:22]([CH2:21][N:10]([O:11][CH2:12][CH2:13][CH2:14][N:15]2[CH2:16][CH2:17][O:18][CH2:19][CH2:20]2)[C:8]([C:7]2[CH2:33][N:34]([CH3:35])[C:4](=[O:29])[C:5]=2[OH:6])=[O:9])=[CH:27][CH:26]=1. (3) Given the reactants [CH3:1][O:2][C:3]1[CH:4]=[C:5]([C:11]2[C:16]([C:17]([CH3:19])=[CH2:18])=[CH:15][N:14]=[C:13]([CH3:20])[C:12]=2[C:21]2[CH:26]=[CH:25][C:24]([F:27])=[CH:23][CH:22]=2)[CH:6]=[C:7]([O:9][CH3:10])[CH:8]=1.[H][H], predict the reaction product. The product is: [CH3:10][O:9][C:7]1[CH:6]=[C:5]([C:11]2[C:16]([CH:17]([CH3:18])[CH3:19])=[CH:15][N:14]=[C:13]([CH3:20])[C:12]=2[C:21]2[CH:26]=[CH:25][C:24]([F:27])=[CH:23][CH:22]=2)[CH:4]=[C:3]([O:2][CH3:1])[CH:8]=1. (4) Given the reactants [Br:1][C:2]1[CH:7]=[CH:6][C:5]([C:8]2[CH:13]=[CH:12][CH:11]=[CH:10][CH:9]=2)=[CH:4][CH:3]=1.[I:14](O)(=O)(=O)=O.S(=O)(=O)(O)O.II, predict the reaction product. The product is: [Br:1][C:2]1[CH:3]=[CH:4][C:5]([C:8]2[CH:13]=[CH:12][C:11]([I:14])=[CH:10][CH:9]=2)=[CH:6][CH:7]=1.